From a dataset of Forward reaction prediction with 1.9M reactions from USPTO patents (1976-2016). Predict the product of the given reaction. (1) Given the reactants [Cl:1][CH2:2][CH2:3][CH2:4][N:5]1[CH:10]=[C:9]([C:11]2[CH:12]=[N:13][CH:14]=[CH:15][CH:16]=2)[C:8](=[O:17])[NH:7][C:6]1=[O:18].[F:19][C:20]([F:34])([F:33])[C:21]1[CH:26]=[CH:25][C:24]([C@:27]23[CH2:32][C@H:31]2[CH2:30][NH:29][CH2:28]3)=[CH:23][CH:22]=1.CCN(C(C)C)C(C)C.O1CCOCC1, predict the reaction product. The product is: [ClH:1].[ClH:1].[ClH:1].[N:13]1[CH:14]=[CH:15][CH:16]=[C:11]([C:9]2[C:8](=[O:17])[NH:7][C:6](=[O:18])[N:5]([CH2:4][CH2:3][CH2:2][N:29]3[CH2:30][C@H:31]4[C@:27]([C:24]5[CH:23]=[CH:22][C:21]([C:20]([F:19])([F:34])[F:33])=[CH:26][CH:25]=5)([CH2:32]4)[CH2:28]3)[CH:10]=2)[CH:12]=1. (2) Given the reactants [Cl:1][C:2]1[CH:9]=[CH:8][C:5]([CH:6]=O)=[C:4]([F:10])[CH:3]=1.[CH3:11][C:12]1([CH3:20])[O:19][C:17](=[O:18])[CH2:16][C:14](=[O:15])[O:13]1.[F:21][C:22]1[CH:23]=[C:24]2[C:28](=[C:29]([CH2:31][S:32][CH3:33])[CH:30]=1)[NH:27][CH:26]=[CH:25]2, predict the reaction product. The product is: [Cl:1][C:2]1[CH:9]=[CH:8][C:5]([CH:6]([C:25]2[C:24]3[C:28](=[C:29]([CH2:31][S:32][CH3:33])[CH:30]=[C:22]([F:21])[CH:23]=3)[NH:27][CH:26]=2)[CH:16]2[C:17](=[O:18])[O:19][C:12]([CH3:20])([CH3:11])[O:13][C:14]2=[O:15])=[C:4]([F:10])[CH:3]=1.